Dataset: NCI-60 drug combinations with 297,098 pairs across 59 cell lines. Task: Regression. Given two drug SMILES strings and cell line genomic features, predict the synergy score measuring deviation from expected non-interaction effect. (1) Drug 1: CC1=C(C(CCC1)(C)C)C=CC(=CC=CC(=CC(=O)O)C)C. Drug 2: C1CN(P(=O)(OC1)NCCCl)CCCl. Cell line: A549. Synergy scores: CSS=13.0, Synergy_ZIP=-5.76, Synergy_Bliss=3.19, Synergy_Loewe=-11.4, Synergy_HSA=2.51. (2) Drug 1: CN(CC1=CN=C2C(=N1)C(=NC(=N2)N)N)C3=CC=C(C=C3)C(=O)NC(CCC(=O)O)C(=O)O. Drug 2: COCCOC1=C(C=C2C(=C1)C(=NC=N2)NC3=CC=CC(=C3)C#C)OCCOC.Cl. Cell line: NCI/ADR-RES. Synergy scores: CSS=2.86, Synergy_ZIP=-2.78, Synergy_Bliss=-3.85, Synergy_Loewe=-2.01, Synergy_HSA=-2.16.